Dataset: NCI-60 drug combinations with 297,098 pairs across 59 cell lines. Task: Regression. Given two drug SMILES strings and cell line genomic features, predict the synergy score measuring deviation from expected non-interaction effect. Drug 1: CS(=O)(=O)C1=CC(=C(C=C1)C(=O)NC2=CC(=C(C=C2)Cl)C3=CC=CC=N3)Cl. Drug 2: COC1=CC(=CC(=C1O)OC)C2C3C(COC3=O)C(C4=CC5=C(C=C24)OCO5)OC6C(C(C7C(O6)COC(O7)C8=CC=CS8)O)O. Cell line: SK-MEL-28. Synergy scores: CSS=2.55, Synergy_ZIP=-4.95, Synergy_Bliss=1.60, Synergy_Loewe=-29.5, Synergy_HSA=-4.29.